From a dataset of Forward reaction prediction with 1.9M reactions from USPTO patents (1976-2016). Predict the product of the given reaction. (1) Given the reactants [BH4-].[Na+].[C:3]([C:6]1[CH:7]=[C:8]([C:23]([O:25][CH3:26])=[O:24])[CH:9]=[C:10]2[C:15]=1[O:14][C:13]([N:16]1[CH2:21][CH2:20][O:19][CH2:18][CH2:17]1)=[CH:12][C:11]2=[O:22])(=[O:5])[CH3:4], predict the reaction product. The product is: [OH:5][CH:3]([C:6]1[CH:7]=[C:8]([C:23]([O:25][CH3:26])=[O:24])[CH:9]=[C:10]2[C:15]=1[O:14][C:13]([N:16]1[CH2:21][CH2:20][O:19][CH2:18][CH2:17]1)=[CH:12][C:11]2=[O:22])[CH3:4]. (2) Given the reactants [C:1]([C:5]1[CH:6]=[C:7]([CH:11]=[C:12]([C:14]([O:16][CH3:17])=[O:15])[CH:13]=1)[C:8]([OH:10])=O)([CH3:4])([CH3:3])[CH3:2].CN(C(ON1N=NC2C=CC=NC1=2)=[N+](C)C)C.F[P-](F)(F)(F)(F)F.[NH2:42][CH2:43][CH2:44][C:45]#[N:46].CCN(C(C)C)C(C)C, predict the reaction product. The product is: [C:1]([C:5]1[CH:13]=[C:12]([CH:11]=[C:7]([C:8](=[O:10])[NH:46][CH2:45][CH2:44][C:43]#[N:42])[CH:6]=1)[C:14]([O:16][CH3:17])=[O:15])([CH3:2])([CH3:3])[CH3:4]. (3) Given the reactants [N:1]1([C:7]2[C:8]3[NH:23][CH:22]=[CH:21][C:9]=3[N:10]=[C:11]([C:13]3[CH:14]=[C:15]([CH2:19][OH:20])[CH:16]=[CH:17][CH:18]=3)[N:12]=2)[CH2:6][CH2:5][O:4][CH2:3][CH2:2]1.[CH2:24]=O.[NH:26]1[CH2:30][CH2:29][CH2:28][CH2:27]1, predict the reaction product. The product is: [N:1]1([C:7]2[C:8]3[NH:23][CH:22]=[C:21]([CH2:24][N:26]4[CH2:30][CH2:29][CH2:28][CH2:27]4)[C:9]=3[N:10]=[C:11]([C:13]3[CH:14]=[C:15]([CH2:19][OH:20])[CH:16]=[CH:17][CH:18]=3)[N:12]=2)[CH2:6][CH2:5][O:4][CH2:3][CH2:2]1. (4) Given the reactants Br[C:2]1[CH:35]=[CH:34][C:5]([CH2:6][C:7]2[N:8]([C:20]3[CH:25]=[CH:24][C:23]([N:26]4[S:30](=[O:32])(=[O:31])[NH:29][C:28](=[O:33])[CH2:27]4)=[CH:22][CH:21]=3)[CH:9]=[C:10]([C:12]3[CH:17]=[CH:16][C:15]([F:18])=[CH:14][C:13]=3[F:19])[N:11]=2)=[CH:4][CH:3]=1.[CH:36]1([C:42]2[CH:47]=[CH:46][C:45](B(O)O)=[CH:44][CH:43]=2)[CH2:41][CH2:40][CH2:39][CH2:38][CH2:37]1, predict the reaction product. The product is: [CH:42]1([C:36]2[CH:37]=[CH:38][C:39]([C:2]3[CH:3]=[CH:4][C:5]([CH2:6][C:7]4[N:8]([C:20]5[CH:25]=[CH:24][C:23]([N:26]6[S:30](=[O:31])(=[O:32])[NH:29][C:28](=[O:33])[CH2:27]6)=[CH:22][CH:21]=5)[CH:9]=[C:10]([C:12]5[CH:17]=[CH:16][C:15]([F:18])=[CH:14][C:13]=5[F:19])[N:11]=4)=[CH:34][CH:35]=3)=[CH:40][CH:41]=2)[CH2:43][CH2:44][CH2:45][CH2:46][CH2:47]1. (5) Given the reactants [N:1]1([C:7]2[N:8]=[C:9]3[NH:17][C@H:16]([C:18]([F:21])([F:20])[F:19])[CH2:15][CH2:14][N:10]3[C:11](=[O:13])[CH:12]=2)[CH2:6][CH2:5][O:4][CH2:3][CH2:2]1.C(=O)([O-])[O-].[Cs+].[Cs+].Br[CH2:29][C:30]1[CH:35]=[CH:34][CH:33]=[C:32]([F:36])[CH:31]=1, predict the reaction product. The product is: [F:36][C:32]1[CH:31]=[C:30]([CH:35]=[CH:34][CH:33]=1)[CH2:29][N:17]1[C:9]2=[N:8][C:7]([N:1]3[CH2:6][CH2:5][O:4][CH2:3][CH2:2]3)=[CH:12][C:11](=[O:13])[N:10]2[CH2:14][CH2:15][C@H:16]1[C:18]([F:20])([F:21])[F:19].